From a dataset of Merck oncology drug combination screen with 23,052 pairs across 39 cell lines. Regression. Given two drug SMILES strings and cell line genomic features, predict the synergy score measuring deviation from expected non-interaction effect. (1) Drug 1: CCN(CC)CCNC(=O)c1c(C)[nH]c(C=C2C(=O)Nc3ccc(F)cc32)c1C. Drug 2: CCc1cnn2c(NCc3ccc[n+]([O-])c3)cc(N3CCCCC3CCO)nc12. Cell line: RKO. Synergy scores: synergy=1.35. (2) Drug 1: COC1=C2CC(C)CC(OC)C(O)C(C)C=C(C)C(OC(N)=O)C(OC)C=CC=C(C)C(=O)NC(=CC1=O)C2=O. Synergy scores: synergy=-10.7. Cell line: RKO. Drug 2: CCC1(O)C(=O)OCc2c1cc1n(c2=O)Cc2cc3c(CN(C)C)c(O)ccc3nc2-1. (3) Drug 1: N#Cc1ccc(Cn2cncc2CN2CCN(c3cccc(Cl)c3)C(=O)C2)cc1. Drug 2: O=C(O)C1(Cc2cccc(Nc3nccs3)n2)CCC(Oc2cccc(Cl)c2F)CC1. Cell line: SW620. Synergy scores: synergy=22.7. (4) Drug 1: N.N.O=C(O)C1(C(=O)O)CCC1.[Pt]. Drug 2: N#Cc1ccc(Cn2cncc2CN2CCN(c3cccc(Cl)c3)C(=O)C2)cc1. Cell line: OV90. Synergy scores: synergy=-0.159. (5) Drug 1: COc1cc(C2c3cc4c(cc3C(OC3OC5COC(C)OC5C(O)C3O)C3COC(=O)C23)OCO4)cc(OC)c1O. Drug 2: COC1=C2CC(C)CC(OC)C(O)C(C)C=C(C)C(OC(N)=O)C(OC)C=CC=C(C)C(=O)NC(=CC1=O)C2=O. Cell line: NCIH460. Synergy scores: synergy=2.83. (6) Drug 1: COc1cc(C2c3cc4c(cc3C(OC3OC5COC(C)OC5C(O)C3O)C3COC(=O)C23)OCO4)cc(OC)c1O. Drug 2: CNC(=O)c1cc(Oc2ccc(NC(=O)Nc3ccc(Cl)c(C(F)(F)F)c3)cc2)ccn1. Cell line: MDAMB436. Synergy scores: synergy=-8.09.